From a dataset of Forward reaction prediction with 1.9M reactions from USPTO patents (1976-2016). Predict the product of the given reaction. Given the reactants [CH3:1][N:2]1[C:6]([C:7]2[CH:16]=[CH:15][CH:14]=[C:13]3[C:8]=2[CH:9]=[CH:10][C:11]([CH3:17])=[N:12]3)=[N:5][NH:4][C:3]1=[S:18].Br[CH2:20][CH2:21][CH2:22][Cl:23].[H-].[Na+], predict the reaction product. The product is: [Cl:23][CH2:22][CH2:21][CH2:20][S:18][C:3]1[N:2]([CH3:1])[C:6]([C:7]2[CH:16]=[CH:15][CH:14]=[C:13]3[C:8]=2[CH:9]=[CH:10][C:11]([CH3:17])=[N:12]3)=[N:5][N:4]=1.